This data is from Full USPTO retrosynthesis dataset with 1.9M reactions from patents (1976-2016). The task is: Predict the reactants needed to synthesize the given product. Given the product [CH3:1][C:2]1[C:10]2[N:9]=[C:8]([CH2:11][CH2:12][CH3:13])[N:7]([CH2:14][C:15]3[CH:34]=[CH:33][C:18]4/[C:19](=[CH:28]\[C:29]5[O:30][CH:35]=[N:32][N:31]=5)/[C:20]5[CH:27]=[CH:26][CH:25]=[CH:24][C:21]=5[O:22][CH2:23][C:17]=4[CH:16]=3)[C:6]=2[CH:5]=[CH:4][CH:3]=1, predict the reactants needed to synthesize it. The reactants are: [CH3:1][C:2]1[C:10]2[N:9]=[C:8]([CH2:11][CH2:12][CH3:13])[N:7]([CH2:14][C:15]3[CH:34]=[CH:33][C:18]4/[C:19](=[CH:28]\[C:29]([NH:31][NH2:32])=[O:30])/[C:20]5[CH:27]=[CH:26][CH:25]=[CH:24][C:21]=5[O:22][CH2:23][C:17]=4[CH:16]=3)[C:6]=2[CH:5]=[CH:4][CH:3]=1.[CH2:35](OC(OCC)OCC)C.